From a dataset of Catalyst prediction with 721,799 reactions and 888 catalyst types from USPTO. Predict which catalyst facilitates the given reaction. (1) Reactant: [Br:1][C:2]1[C:3]([NH:8][C:9]([NH:11][C:12]2[CH:17]=[CH:16][C:15]([O:18][CH3:19])=[CH:14][CH:13]=2)=S)=[N:4][CH:5]=[CH:6][CH:7]=1.S(OC)(OC)(=O)=O.C(=O)([O-])[O-].[K+].[K+].Cl.NO.C(#[N:38])C.C(Cl)(Cl)=O.C1(C)C=CC=CC=1. Product: [Br:1][C:2]1[C:3]2[N:4]([N:38]=[C:9]([NH:11][C:12]3[CH:17]=[CH:16][C:15]([O:18][CH3:19])=[CH:14][CH:13]=3)[N:8]=2)[CH:5]=[CH:6][CH:7]=1. The catalyst class is: 12. (2) Reactant: [C:1]([OH:20])(=[O:19])[CH2:2][CH2:3][CH2:4][CH2:5][CH2:6][CH2:7][CH2:8]/[CH:9]=[CH:10]\[CH2:11]/[CH:12]=[CH:13]\[CH2:14]/[CH:15]=[CH:16]\[CH2:17][CH3:18].C(=O)([O-])[O-].[Na+:25].[Na+]. Product: [Na+:25].[C:1]([O-:20])(=[O:19])[CH2:2][CH2:3][CH2:4][CH2:5][CH2:6][CH2:7][CH2:8]/[CH:9]=[CH:10]\[CH2:11]/[CH:12]=[CH:13]\[CH2:14]/[CH:15]=[CH:16]\[CH2:17][CH3:18]. The catalyst class is: 6. (3) Reactant: [CH3:1][S:2]([C:5]1[CH:23]=[CH:22][C:8]([CH:9]=[C:10]2[C:19]3[C:14](=[CH:15][CH:16]=[CH:17][CH:18]=3)[CH2:13][CH2:12]/[C:11]/2=[N:20]\[OH:21])=[CH:7][CH:6]=1)(=[O:4])=[O:3].[CH2:24]([O:31][CH2:32][C:33](Cl)=[O:34])[C:25]1[CH:30]=[CH:29][CH:28]=[CH:27][CH:26]=1.C(N(CC)CC)C. Product: [CH2:24]([O:31][CH2:32][C:33]([O:21]/[N:20]=[C:11]1/[C:10](=[CH:9][C:8]2[CH:7]=[CH:6][C:5]([S:2]([CH3:1])(=[O:4])=[O:3])=[CH:23][CH:22]=2)[C:19]2[C:14]([CH2:13][CH2:12]/1)=[CH:15][CH:16]=[CH:17][CH:18]=2)=[O:34])[C:25]1[CH:30]=[CH:29][CH:28]=[CH:27][CH:26]=1. The catalyst class is: 4. (4) Reactant: [H-].[Al+3].[Li+].[H-].[H-].[H-].[F:7][C:8]1([F:19])[CH2:13][CH2:12][CH:11]([C:14](OCC)=[O:15])[CH2:10][CH2:9]1.[OH-].[Na+].[O-]S([O-])(=O)=O.[Na+].[Na+]. Product: [F:7][C:8]1([F:19])[CH2:13][CH2:12][CH:11]([CH2:14][OH:15])[CH2:10][CH2:9]1. The catalyst class is: 280. (5) Reactant: Cl[C:2]1[C:7]([C:8]([O:10][CH2:11][CH3:12])=[O:9])=[CH:6][N:5]=[C:4]([Cl:13])[CH:3]=1.[NH2:14][C:15]1[CH:20]=[CH:19][CH:18]=[CH:17][CH:16]=1.Cl. The catalyst class is: 14. Product: [Cl:13][C:4]1[CH:3]=[C:2]([NH:14][C:15]2[CH:20]=[CH:19][CH:18]=[CH:17][CH:16]=2)[C:7]([C:8]([O:10][CH2:11][CH3:12])=[O:9])=[CH:6][N:5]=1. (6) Reactant: Cl[C:2]1[N:7]=[C:6]([O:8][C:9]2[C:18]3[C:13](=[CH:14][CH:15]=[CH:16][CH:17]=3)[C:12]([NH:19][C:20]([NH:22][C:23]3[N:27]([C:28]4[CH:33]=[CH:32][CH:31]=[C:30]([CH2:34][P:35]([CH3:38])([CH3:37])=[O:36])[CH:29]=4)[N:26]=[C:25]([CH:39]([CH3:41])[CH3:40])[CH:24]=3)=[O:21])=[CH:11][CH:10]=2)[CH:5]=[CH:4][N:3]=1.Cl.[CH3:43][C:44]1[CH:45]=[C:46]([NH2:53])[CH:47]=[C:48]2[C:52]=1[NH:51][N:50]=[CH:49]2. Product: [CH3:37][P:35]([CH2:34][C:30]1[CH:29]=[C:28]([N:27]2[C:23]([NH:22][C:20]([NH:19][C:12]3[C:13]4[C:18](=[CH:17][CH:16]=[CH:15][CH:14]=4)[C:9]([O:8][C:6]4[CH:5]=[CH:4][N:3]=[C:2]([NH:53][C:46]5[CH:47]=[C:48]6[C:52](=[C:44]([CH3:43])[CH:45]=5)[NH:51][N:50]=[CH:49]6)[N:7]=4)=[CH:10][CH:11]=3)=[O:21])=[CH:24][C:25]([CH:39]([CH3:41])[CH3:40])=[N:26]2)[CH:33]=[CH:32][CH:31]=1)([CH3:38])=[O:36]. The catalyst class is: 118. (7) Reactant: [Cl:1][C:2]1[C:7]([O:8][CH3:9])=[CH:6][C:5]([O:10][CH3:11])=[C:4]([Cl:12])[C:3]=1[C:13]1[C:22]2[N:21]=[C:20]([CH3:23])[C:19]([CH3:24])=[N:18][C:17]=2[C:16]([C:25]([OH:27])=O)=[CH:15][CH:14]=1.[CH3:28][N:29]1[CH2:34][CH2:33][N:32]([CH2:35][C:36]2[CH:37]=[CH:38][C:39]([NH:42]C(C3C4N=CC=NC=4C(C4C(Cl)=C(OC)C=C(OC)C=4Cl)=CC=3)=O)=[N:40][CH:41]=2)[CH2:31][CH2:30]1. Product: [CH3:28][N:29]1[CH2:34][CH2:33][N:32]([CH2:35][C:36]2[CH:37]=[CH:38][C:39]([NH:42][C:25]([C:16]3[C:17]4[N:18]=[C:19]([CH3:24])[C:20]([CH3:23])=[N:21][C:22]=4[C:13]([C:3]4[C:2]([Cl:1])=[C:7]([O:8][CH3:9])[CH:6]=[C:5]([O:10][CH3:11])[C:4]=4[Cl:12])=[CH:14][CH:15]=3)=[O:27])=[N:40][CH:41]=2)[CH2:31][CH2:30]1. The catalyst class is: 61.